Dataset: Catalyst prediction with 721,799 reactions and 888 catalyst types from USPTO. Task: Predict which catalyst facilitates the given reaction. (1) Reactant: Cl[C:2]1[N:7]=[C:6]([CH3:8])[N:5]=[C:4]([NH2:9])[CH:3]=1.[CH3:10][C:11]1(C)C(C)(C)OB(C=C)O1.C(=O)([O-])[O-].[Na+].[Na+]. Product: [CH3:8][C:6]1[N:5]=[C:4]([NH2:9])[CH:3]=[C:2]([CH:10]=[CH2:11])[N:7]=1. The catalyst class is: 70. (2) Reactant: [Cl:1][C:2]1[CH:3]=[CH:4][CH:5]=[C:6]2[C:10]=1[NH:9][C:8](=[O:11])[CH:7]2[C:12]1[N:17]=[C:16]([O:18][CH3:19])[N:15]=[C:14]([O:20][CH3:21])[N:13]=1.CN1C=CN=C1.CN1CCN(C)CC1.[F:36][CH:37]([F:42])[S:38](Cl)(=[O:40])=[O:39]. Product: [Cl:1][C:2]1[CH:3]=[CH:4][CH:5]=[C:6]2[C:10]=1[N:9]([S:38]([CH:37]([F:42])[F:36])(=[O:40])=[O:39])[C:8](=[O:11])[CH:7]2[C:12]1[N:13]=[C:14]([O:20][CH3:21])[N:15]=[C:16]([O:18][CH3:19])[N:17]=1. The catalyst class is: 46.